This data is from Full USPTO retrosynthesis dataset with 1.9M reactions from patents (1976-2016). The task is: Predict the reactants needed to synthesize the given product. (1) Given the product [Cl:1][C:2]1[C:6]([N:7]2[CH2:11][CH2:10][C:9](=[CH2:20])[C:8]2=[O:12])=[CH:5][N:4]([C:13]2[CH:14]=[N:15][CH:16]=[CH:17][CH:18]=2)[N:3]=1, predict the reactants needed to synthesize it. The reactants are: [Cl:1][C:2]1[C:6]([N:7]2[CH2:11][CH2:10][CH2:9][C:8]2=[O:12])=[CH:5][N:4]([C:13]2[CH:14]=[N:15][CH:16]=[CH:17][CH:18]=2)[N:3]=1.F[C:20](F)(F)S(O[Si](C)(C)C)(=O)=O.[I-].CC(=[NH2+])C.Cl.[OH-].[Na+]. (2) Given the product [Cl:31][C:28]1[CH:29]=[CH:30][C:25]([NH:24][C:23]([C:20]2[CH:21]=[CH:22][C:17]([N:14]3[CH2:13][CH2:12][N:11]([C:8]4[CH:9]=[CH:10][C:5]([C:4]([OH:34])=[O:3])=[CH:6][CH:7]=4)[CH2:16][CH2:15]3)=[N:18][CH:19]=2)=[O:33])=[CH:26][C:27]=1[I:32], predict the reactants needed to synthesize it. The reactants are: C([O:3][C:4](=[O:34])[C:5]1[CH:10]=[CH:9][C:8]([N:11]2[CH2:16][CH2:15][N:14]([C:17]3[CH:22]=[CH:21][C:20]([C:23](=[O:33])[NH:24][C:25]4[CH:30]=[CH:29][C:28]([Cl:31])=[C:27]([I:32])[CH:26]=4)=[CH:19][N:18]=3)[CH2:13][CH2:12]2)=[CH:7][CH:6]=1)C.C(C1C=C(NC(C2C=CC(N3CCN(C4C=CC(C(O)=O)=CC=4)CC3)=NC=2)=O)C=CC=1)(C)(C)C.